From a dataset of Reaction yield outcomes from USPTO patents with 853,638 reactions. Predict the reaction yield, written as a fraction of the theoretical maximum amount of product (1.0 means a 100% yield; for example, 0.34 means a 34% yield). The reactants are Cl[C:2]1[CH:7]=[CH:6][N:5]=[C:4]2[CH:8]=[C:9]([C:11]3[S:12][CH:13]=[C:14]([CH2:16][OH:17])[N:15]=3)[S:10][C:3]=12.[CH:18]1([NH:21][C:22]([C:24]2[C:25]3[CH:33]=[CH:32][C:31]([OH:34])=[CH:30][C:26]=3[S:27][C:28]=2[CH3:29])=[O:23])[CH2:20][CH2:19]1.C([O-])([O-])=O.[Cs+].[Cs+]. No catalyst specified. The product is [CH:18]1([NH:21][C:22]([C:24]2[C:25]3[CH:33]=[CH:32][C:31]([O:34][C:2]4[CH:7]=[CH:6][N:5]=[C:4]5[CH:8]=[C:9]([C:11]6[S:12][CH:13]=[C:14]([CH2:16][OH:17])[N:15]=6)[S:10][C:3]=45)=[CH:30][C:26]=3[S:27][C:28]=2[CH3:29])=[O:23])[CH2:20][CH2:19]1. The yield is 0.440.